This data is from Catalyst prediction with 721,799 reactions and 888 catalyst types from USPTO. The task is: Predict which catalyst facilitates the given reaction. (1) Reactant: [CH3:1][Mg]Cl.[CH3:4][O:5][C:6](=[O:17])[C:7](=[C:12]([CH2:15][CH3:16])[CH2:13][CH3:14])[C:8]([O:10][CH3:11])=[O:9].[NH4+].[Cl-]. Product: [CH3:11][O:10][C:8](=[O:9])[CH:7]([C:12]([CH2:15][CH3:16])([CH3:1])[CH2:13][CH3:14])[C:6]([O:5][CH3:4])=[O:17]. The catalyst class is: 804. (2) Reactant: [Br:1][C:2]1[CH:7]=[C:6]([C:8](=[O:12])SCC)[CH:5]=[CH:4][N:3]=1.[I-].[C:14]([C:16]1[C:21]([F:22])=[CH:20][CH:19]=[CH:18][C:17]=1[Zn+])#[N:15]. Product: [Br:1][C:2]1[CH:7]=[C:6]([C:8]([C:17]2[CH:18]=[CH:19][CH:20]=[C:21]([F:22])[C:16]=2[C:14]#[N:15])=[O:12])[CH:5]=[CH:4][N:3]=1. The catalyst class is: 222. (3) Product: [CH2:18]([CH:16]1[C:15]2[N:14]=[C:13]([N:20]3[CH2:21][CH2:22][O:23][CH2:24][CH2:25]3)[CH:12]=[CH:11][C:10]=2[CH2:9][NH:8][CH2:17]1)[CH3:19]. Reactant: C([N:8]1[CH2:17]/[C:16](=[CH:18]\[CH3:19])/[C:15]2[N:14]=[C:13]([N:20]3[CH2:25][CH2:24][O:23][CH2:22][CH2:21]3)[CH:12]=[CH:11][C:10]=2[CH2:9]1)C1C=CC=CC=1. The catalyst class is: 43. (4) Reactant: [CH3:1][C:2]1[O:6][N:5]=[C:4]([C:7]2[CH:12]=[CH:11][CH:10]=[CH:9][CH:8]=2)[C:3]=1[CH2:13][OH:14].O[C:16]1[CH:21]=[CH:20][C:19]([Br:22])=[CH:18][N:17]=1.C1(P(C2C=CC=CC=2)C2C=CC=CC=2)C=CC=CC=1.N(C(OCC)=O)=NC(OCC)=O. Product: [Br:22][C:19]1[CH:20]=[CH:21][C:16]([O:14][CH2:13][C:3]2[C:4]([C:7]3[CH:12]=[CH:11][CH:10]=[CH:9][CH:8]=3)=[N:5][O:6][C:2]=2[CH3:1])=[N:17][CH:18]=1. The catalyst class is: 1. (5) Reactant: [C:1]([O:5][C:6]([N:8]1[C@H:17]([C:18](=[O:40])[NH:19][C@H:20]([C:36]([O:38][CH3:39])=[O:37])[CH2:21][C:22]2[CH:27]=[CH:26][C:25]([C:28]3[CH:33]=[CH:32][N:31]=[C:30]([CH3:34])[C:29]=3[CH3:35])=[CH:24][CH:23]=2)[CH2:16][C:15]2[CH:14]=[C:13]3[O:41][CH2:42][C@H:43]([C:45]4[CH:50]=[CH:49][C:48]([O:51]CC5C=CC(Cl)=C(Cl)C=5)=[CH:47][CH:46]=4)[O:44][C:12]3=[CH:11][C:10]=2[CH2:9]1)=[O:7])([CH3:4])([CH3:3])[CH3:2].CO.CCN(CC)CC. Product: [C:1]([O:5][C:6]([N:8]1[C@H:17]([C:18](=[O:40])[NH:19][C@H:20]([C:36]([O:38][CH3:39])=[O:37])[CH2:21][C:22]2[CH:23]=[CH:24][C:25]([C:28]3[CH:33]=[CH:32][N:31]=[C:30]([CH3:34])[C:29]=3[CH3:35])=[CH:26][CH:27]=2)[CH2:16][C:15]2[CH:14]=[C:13]3[O:41][CH2:42][C@H:43]([C:45]4[CH:50]=[CH:49][C:48]([OH:51])=[CH:47][CH:46]=4)[O:44][C:12]3=[CH:11][C:10]=2[CH2:9]1)=[O:7])([CH3:4])([CH3:2])[CH3:3]. The catalyst class is: 99. (6) Reactant: [CH2:1]([C:5]1[N:9]([C:10]2[CH:15]=[CH:14][CH:13]=[CH:12][CH:11]=2)[N:8]=[C:7]([C:16](OCC)=[O:17])[C:6]=1[CH3:21])[CH:2]([CH3:4])[CH3:3].[H-].C([Al+]CC(C)C)C(C)C.CO.Cl. Product: [CH2:1]([C:5]1[N:9]([C:10]2[CH:15]=[CH:14][CH:13]=[CH:12][CH:11]=2)[N:8]=[C:7]([CH:16]=[O:17])[C:6]=1[CH3:21])[CH:2]([CH3:4])[CH3:3]. The catalyst class is: 46. (7) Reactant: [Br:1][C:2]1[CH:3]=[C:4]2[C:8](=[CH:9][CH:10]=1)[NH:7][CH:6]=[CH:5]2.[H-].[Na+].[CH2:13](Br)[C:14]1[CH:19]=[CH:18][CH:17]=[CH:16][CH:15]=1.Cl. Product: [CH2:13]([N:7]1[C:8]2[C:4](=[CH:3][C:2]([Br:1])=[CH:10][CH:9]=2)[CH:5]=[CH:6]1)[C:14]1[CH:19]=[CH:18][CH:17]=[CH:16][CH:15]=1. The catalyst class is: 18.